Predict which catalyst facilitates the given reaction. From a dataset of Catalyst prediction with 721,799 reactions and 888 catalyst types from USPTO. (1) Product: [Br:14][C:4]1[N:3]=[C:2]([F:1])[C:7]([OH:8])=[CH:6][CH:5]=1. The catalyst class is: 15. Reactant: [F:1][C:2]1[C:7]([OH:8])=[CH:6][CH:5]=[CH:4][N:3]=1.C([O-])(=O)C.[Na+].[Br:14]Br.[OH-].[Na+]. (2) Reactant: [Cl:1][C:2]1[CH:10]=[CH:9][C:5]([C:6]([NH2:8])=O)=[C:4]([O:11][CH3:12])[CH:3]=1.COC1C=CC(P2(SP(C3C=CC(OC)=CC=3)(=S)S2)=[S:22])=CC=1.C(=O)(O)[O-].[Na+]. Product: [Cl:1][C:2]1[CH:10]=[CH:9][C:5]([C:6]([NH2:8])=[S:22])=[C:4]([O:11][CH3:12])[CH:3]=1. The catalyst class is: 7.